Dataset: Catalyst prediction with 721,799 reactions and 888 catalyst types from USPTO. Task: Predict which catalyst facilitates the given reaction. (1) Reactant: [F-:1].[K+].[CH2:3]1OCCOCCOCCOCCOCCOC1.Br[CH2:22][C:23]([C:25]1[CH:33]=[CH:32][C:28]([C:29]([OH:31])=[O:30])=[CH:27][CH:26]=1)=[O:24]. Product: [CH3:3][O:31][C:29](=[O:30])[C:28]1[CH:32]=[CH:33][C:25]([C:23](=[O:24])[CH2:22][F:1])=[CH:26][CH:27]=1. The catalyst class is: 47. (2) The catalyst class is: 7. Product: [C:12]([O:11][C:9]([NH:16][CH2:17][CH2:18][C:19]1[CH:25]=[CH:24][C:22]([NH2:23])=[CH:21][CH:20]=1)=[O:10])([CH3:13])([CH3:14])[CH3:15]. Reactant: [C:9](O[C:9]([O:11][C:12]([CH3:15])([CH3:14])[CH3:13])=[O:10])([O:11][C:12]([CH3:15])([CH3:14])[CH3:13])=[O:10].[NH2:16][CH2:17][CH2:18][C:19]1[CH:25]=[CH:24][C:22]([NH2:23])=[CH:21][CH:20]=1.[OH-].[Na+]. (3) Reactant: [F-].C([N+](CCCC)(CCCC)CCCC)CCC.[Si]([O:26][CH2:27][CH:28]([N:36]1[CH:41]=[CH:40][C:39]([C:42]2[C:47]([F:48])=[CH:46][N:45]=[C:44]([NH:49][CH:50]3[CH2:55][CH2:54][O:53][CH2:52][CH2:51]3)[N:43]=2)=[CH:38][C:37]1=[O:56])[C:29]1[CH:34]=[CH:33][CH:32]=[C:31]([Cl:35])[CH:30]=1)(C(C)(C)C)(C)C. Product: [Cl:35][C:31]1[CH:30]=[C:29]([CH:28]([N:36]2[CH:41]=[CH:40][C:39]([C:42]3[C:47]([F:48])=[CH:46][N:45]=[C:44]([NH:49][CH:50]4[CH2:55][CH2:54][O:53][CH2:52][CH2:51]4)[N:43]=3)=[CH:38][C:37]2=[O:56])[CH2:27][OH:26])[CH:34]=[CH:33][CH:32]=1. The catalyst class is: 1. (4) Reactant: [NH2:1][C:2]1[N:10]=[CH:9][N:8]=[C:7]2[C:3]=1[N:4]([C:25]1[CH:30]=[CH:29][C:28]([O:31][C:32]3[CH:37]=[CH:36][CH:35]=[CH:34][CH:33]=3)=[CH:27][CH:26]=1)[C:5](=[O:24])[N:6]2[C:11]1[CH:12]=[C:13]([NH:17][C:18](=[O:23])/[CH:19]=[CH:20]/[CH2:21]Br)[CH:14]=[CH:15][CH:16]=1.C([O-])([O-])=O.[K+].[K+].[CH:44]1([NH2:47])[CH2:46][CH2:45]1. Product: [NH2:1][C:2]1[N:10]=[CH:9][N:8]=[C:7]2[C:3]=1[N:4]([C:25]1[CH:30]=[CH:29][C:28]([O:31][C:32]3[CH:37]=[CH:36][CH:35]=[CH:34][CH:33]=3)=[CH:27][CH:26]=1)[C:5](=[O:24])[N:6]2[C:11]1[CH:12]=[C:13]([NH:17][C:18](=[O:23])/[CH:19]=[CH:20]/[CH2:21][NH:47][CH:44]2[CH2:46][CH2:45]2)[CH:14]=[CH:15][CH:16]=1. The catalyst class is: 23. (5) Reactant: [CH2:1]([N:8]1[CH2:12][C@@H:11]2[C@@H:13]([NH2:16])[CH2:14][CH2:15][C@@H:10]2[CH2:9]1)[C:2]1[CH:7]=[CH:6][CH:5]=[CH:4][CH:3]=1.C(N(CC)CC)C.[C:24](O[C:24]([O:26][C:27]([CH3:30])([CH3:29])[CH3:28])=[O:25])([O:26][C:27]([CH3:30])([CH3:29])[CH3:28])=[O:25].CO.ClCCl. Product: [CH2:1]([N:8]1[CH2:12][C@@H:11]2[C@@H:13]([NH:16][C:24](=[O:25])[O:26][C:27]([CH3:30])([CH3:29])[CH3:28])[CH2:14][CH2:15][C@@H:10]2[CH2:9]1)[C:2]1[CH:3]=[CH:4][CH:5]=[CH:6][CH:7]=1. The catalyst class is: 4. (6) Reactant: [CH3:1][N:2]1[CH:6]=[CH:5][C:4]([C:7]2[CH:12]=[CH:11][C:10]([N+:13]([O-:15])=[O:14])=[CH:9][CH:8]=2)=[N:3]1.[Br:16]Br.CCOC(C)=O. Product: [Br:16][C:5]1[C:4]([C:7]2[CH:8]=[CH:9][C:10]([N+:13]([O-:15])=[O:14])=[CH:11][CH:12]=2)=[N:3][N:2]([CH3:1])[CH:6]=1. The catalyst class is: 22.